From a dataset of Catalyst prediction with 721,799 reactions and 888 catalyst types from USPTO. Predict which catalyst facilitates the given reaction. (1) The catalyst class is: 10. Reactant: [Br:1][C:2]1[CH:7]=[C:6]([O:8][CH3:9])[C:5]([CH:10]2[C:18](=[O:19])[CH:17]3[CH:12]([CH:13]4[O:20][CH:16]3[CH:15]=[CH:14]4)[C:11]2=[O:21])=[C:4]([F:22])[CH:3]=1.[N+](C1C=CC=CC=1S(Cl)(=O)=O)([O-])=O.O.NN. Product: [Br:1][C:2]1[CH:7]=[C:6]([O:8][CH3:9])[C:5]([CH:10]2[C:18](=[O:19])[CH:17]3[CH:12]([CH:13]4[O:20][CH:16]3[CH2:15][CH2:14]4)[C:11]2=[O:21])=[C:4]([F:22])[CH:3]=1. (2) Reactant: [CH:14]1[CH:19]=[CH:18][C:17](P([C:14]2[CH:19]=[CH:18][CH:17]=[CH:16][CH:15]=2)[C:14]2[CH:19]=[CH:18][CH:17]=[CH:16][CH:15]=2)=[CH:16][CH:15]=1.CCOC(/N=N/C(OCC)=O)=O.[CH3:32][C:33]([Si:36]([CH3:53])([CH3:52])[O:37][C@@H:38]1[CH2:42][N:41]([C:43]([O:45][C:46]([CH3:49])([CH3:48])[CH3:47])=[O:44])[C@@H:40]([CH2:50][OH:51])[CH2:39]1)([CH3:35])[CH3:34].C1(O)C=CC=CC=1. Product: [CH3:35][C:33]([Si:36]([CH3:53])([CH3:52])[O:37][C@@H:38]1[CH2:42][N:41]([C:43]([O:45][C:46]([CH3:48])([CH3:47])[CH3:49])=[O:44])[C@@H:40]([CH2:50][O:51][C:14]2[CH:15]=[CH:16][CH:17]=[CH:18][CH:19]=2)[CH2:39]1)([CH3:32])[CH3:34]. The catalyst class is: 347. (3) Reactant: [CH2:1]([C:8]1[N:9]=[N:10][C:11]([N:16]2[CH2:21][CH2:20][NH:19][CH2:18][CH2:17]2)=[C:12]([CH3:15])[C:13]=1[CH3:14])[C:2]1[CH:7]=[CH:6][CH:5]=[CH:4][CH:3]=1.[CH2:22]([N:29]=[C:30]=[O:31])[C:23]1[CH:28]=[CH:27][CH:26]=[CH:25][CH:24]=1. Product: [CH2:22]([NH:29][C:30]([N:19]1[CH2:18][CH2:17][N:16]([C:11]2[N:10]=[N:9][C:8]([CH2:1][C:2]3[CH:7]=[CH:6][CH:5]=[CH:4][CH:3]=3)=[C:13]([CH3:14])[C:12]=2[CH3:15])[CH2:21][CH2:20]1)=[O:31])[C:23]1[CH:28]=[CH:27][CH:26]=[CH:25][CH:24]=1. The catalyst class is: 2.